Dataset: Full USPTO retrosynthesis dataset with 1.9M reactions from patents (1976-2016). Task: Predict the reactants needed to synthesize the given product. Given the product [CH3:14][Si:13]([C:11]#[C:12][C:2]1[CH:3]=[C:4]2[C:8](=[CH:9][CH:10]=1)[NH:7][N:6]=[CH:5]2)([CH3:16])[CH3:15], predict the reactants needed to synthesize it. The reactants are: Br[C:2]1[CH:3]=[C:4]2[C:8](=[CH:9][CH:10]=1)[NH:7][N:6]=[CH:5]2.[C:11]([Si:13]([CH3:16])([CH3:15])[CH3:14])#[CH:12].